Dataset: Forward reaction prediction with 1.9M reactions from USPTO patents (1976-2016). Task: Predict the product of the given reaction. (1) Given the reactants C(O)(C(F)(F)F)=O.C(OC([N:15]1[CH2:20][CH2:19][N:18]([CH2:21][C:22]2[N:23]([CH3:48])[C:24]3[C:29]([N:30]=2)=[C:28]([N:31]2[CH2:36][CH2:35][O:34][CH2:33][CH2:32]2)[N:27]=[C:26]([N:37]2[C:41]4[CH:42]=[CH:43][CH:44]=[CH:45][C:40]=4[N:39]=[C:38]2[CH2:46][CH3:47])[N:25]=3)[CH2:17][C:16]1([CH3:50])[CH3:49])=O)(C)(C)C, predict the reaction product. The product is: [CH3:50][C:16]1([CH3:49])[NH:15][CH2:20][CH2:19][N:18]([CH2:21][C:22]2[N:23]([CH3:48])[C:24]3[C:29]([N:30]=2)=[C:28]([N:31]2[CH2:36][CH2:35][O:34][CH2:33][CH2:32]2)[N:27]=[C:26]([N:37]2[C:41]4[CH:42]=[CH:43][CH:44]=[CH:45][C:40]=4[N:39]=[C:38]2[CH2:46][CH3:47])[N:25]=3)[CH2:17]1. (2) Given the reactants [Br:1][C:2]1[CH:3]=[C:4]([F:9])[C:5]([OH:8])=[N:6][CH:7]=1.C(=O)([O-])[O-].[K+].[K+].Br[CH2:17][CH:18]1[CH2:20][CH2:19]1, predict the reaction product. The product is: [Br:1][C:2]1[CH:3]=[C:4]([F:9])[C:5]([O:8][CH2:17][CH:18]2[CH2:20][CH2:19]2)=[N:6][CH:7]=1. (3) The product is: [CH2:1]([O:3][C:4]([C:6]1[CH:7]=[C:8]2[N:13]([C:14]=1[C:15]1[CH:20]=[CH:19][C:18]([Cl:21])=[CH:17][CH:16]=1)[CH:12]=[CH:11][C:10]([CH2:22][N:23]1[CH:30]=[C:29]([C:28]([OH:33])([C:27]([F:35])([F:34])[F:26])[CH2:31][CH3:32])[N:25]=[N:24]1)=[CH:9]2)=[O:5])[CH3:2]. Given the reactants [CH2:1]([O:3][C:4]([C:6]1[CH:7]=[C:8]2[N:13]([C:14]=1[C:15]1[CH:20]=[CH:19][C:18]([Cl:21])=[CH:17][CH:16]=1)[CH:12]=[CH:11][C:10]([CH2:22][N:23]=[N+:24]=[N-:25])=[CH:9]2)=[O:5])[CH3:2].[F:26][C:27]([F:35])([F:34])[C:28]([OH:33])([CH2:31][CH3:32])[C:29]#[CH:30], predict the reaction product. (4) Given the reactants [CH2:1]([O:3][C:4](=[O:15])[CH2:5][C:6]1[CH:11]=[CH:10][C:9]([OH:12])=[C:8]([O:13][CH3:14])[CH:7]=1)[CH3:2].C(N(CC)CC)C.C(=O)=O.[F:26][C:27]([F:40])([F:39])[S:28](O[S:28]([C:27]([F:40])([F:39])[F:26])(=[O:30])=[O:29])(=[O:30])=[O:29], predict the reaction product. The product is: [CH2:1]([O:3][C:4](=[O:15])[CH2:5][C:6]1[CH:11]=[CH:10][C:9]([O:12][S:28]([C:27]([F:40])([F:39])[F:26])(=[O:30])=[O:29])=[C:8]([O:13][CH3:14])[CH:7]=1)[CH3:2]. (5) The product is: [Cl:1][C:2]1[C:3]([S:11]([CH2:14][CH3:15])(=[O:13])=[O:12])=[C:4]([CH2:9][NH:10][C:29](=[O:30])[C:28]2[CH:32]=[CH:33][C:25]([CH2:24][N:20]3[CH2:21][CH2:22][CH2:23][C@H:18]([NH:17][CH3:16])[CH2:19]3)=[C:26]([C:34]([F:36])([F:35])[F:37])[CH:27]=2)[CH:5]=[C:6]([Cl:8])[CH:7]=1. Given the reactants [Cl:1][C:2]1[C:3]([S:11]([CH2:14][CH3:15])(=[O:13])=[O:12])=[C:4]([CH2:9][NH2:10])[CH:5]=[C:6]([Cl:8])[CH:7]=1.[CH3:16][N:17](C(OC(C)(C)C)=O)[C@H:18]1[CH2:23][CH2:22][CH2:21][N:20]([CH2:24][C:25]2[CH:33]=[CH:32][C:28]([C:29]([O-])=[O:30])=[CH:27][C:26]=2[C:34]([F:37])([F:36])[F:35])[CH2:19]1.CC(OC(N1CCN(CC2C=CC(C([O-])=O)=CC=2C(F)(F)F)CC1)=O)(C)C, predict the reaction product. (6) Given the reactants [H-].[Na+].[CH:3]1([N:8]2[CH2:13][CH2:12][CH:11]([OH:14])[CH2:10][CH2:9]2)[CH2:7][CH2:6][CH2:5][CH2:4]1.CN(C=O)C.F[C:21]1[CH:26]=[CH:25][C:24]([C:27]2[CH:32]=[CH:31][C:30]([C:33]#[N:34])=[CH:29][CH:28]=2)=[CH:23][N:22]=1, predict the reaction product. The product is: [CH:3]1([N:8]2[CH2:9][CH2:10][CH:11]([O:14][C:21]3[CH:26]=[CH:25][C:24]([C:27]4[CH:32]=[CH:31][C:30]([C:33]#[N:34])=[CH:29][CH:28]=4)=[CH:23][N:22]=3)[CH2:12][CH2:13]2)[CH2:7][CH2:6][CH2:5][CH2:4]1. (7) Given the reactants [Br:1][C:2]1[CH:3]=[C:4]2[C:8](=[CH:9][CH:10]=1)[CH:7]([CH3:11])[NH:6][CH2:5]2.[C:12]([O:16][C:17](O[C:17]([O:16][C:12]([CH3:15])([CH3:14])[CH3:13])=[O:18])=[O:18])([CH3:15])([CH3:14])[CH3:13], predict the reaction product. The product is: [Br:1][C:2]1[CH:3]=[C:4]2[C:8](=[CH:9][CH:10]=1)[CH:7]([CH3:11])[N:6]([C:17]([O:16][C:12]([CH3:15])([CH3:14])[CH3:13])=[O:18])[CH2:5]2. (8) Given the reactants [NH2:1][C:2]1[CH:7]=[CH:6][C:5]([C:8]2[C:16]3[C:11](=[N:12][CH:13]=[CH:14][CH:15]=3)[NH:10][C:9]=2[C:17]([NH2:19])=[O:18])=[CH:4][CH:3]=1.[F:20][CH:21]([F:32])[O:22][C:23]1[CH:28]=[CH:27][C:26]([N:29]=[C:30]=[O:31])=[CH:25][CH:24]=1, predict the reaction product. The product is: [F:20][CH:21]([F:32])[O:22][C:23]1[CH:24]=[CH:25][C:26]([NH:29][C:30](=[O:31])[NH:1][C:2]2[CH:3]=[CH:4][C:5]([C:8]3[C:16]4[C:11](=[N:12][CH:13]=[CH:14][CH:15]=4)[NH:10][C:9]=3[C:17]([NH2:19])=[O:18])=[CH:6][CH:7]=2)=[CH:27][CH:28]=1.